The task is: Predict the product of the given reaction.. This data is from Forward reaction prediction with 1.9M reactions from USPTO patents (1976-2016). The product is: [CH2:1]([O:3][C@H:4]1[CH2:8][N:7]([C:30]2[N:35]=[CH:34][CH:33]=[CH:32][N:31]=2)[CH2:6][C@H:5]1[NH:9][C:10]1[C:15]([CH2:16][CH3:17])=[N:14][C:13]([C:18]2[C:19]([CH3:26])=[N:20][C:21]([O:24][CH3:25])=[CH:22][CH:23]=2)=[C:12]([CH2:27][CH3:28])[N:11]=1)[CH3:2]. Given the reactants [CH2:1]([O:3][C@H:4]1[CH2:8][NH:7][CH2:6][C@H:5]1[NH:9][C:10]1[C:15]([CH2:16][CH3:17])=[N:14][C:13]([C:18]2[C:19]([CH3:26])=[N:20][C:21]([O:24][CH3:25])=[CH:22][CH:23]=2)=[C:12]([CH2:27][CH3:28])[N:11]=1)[CH3:2].Br[C:30]1[N:35]=[CH:34][CH:33]=[CH:32][N:31]=1.[Cl-].C(C1C=CC=C(C(C)C)C=1[N+]1C=CN(C2C(C(C)C)=CC=CC=2C(C)C)C=1)(C)C.CC(C)([O-])C.[K+].C(=O)(O)[O-].[Na+], predict the reaction product.